From a dataset of Forward reaction prediction with 1.9M reactions from USPTO patents (1976-2016). Predict the product of the given reaction. (1) The product is: [Br:1][C:2]1[CH:10]=[C:9]([C:11]([F:12])([F:13])[F:14])[CH:8]=[C:7]2[C:3]=1[CH2:4][CH2:5][N:6]2[C:15]([N:17]1[CH2:20][CH2:27][O:28][CH2:29][CH2:18]1)=[O:35]. Given the reactants [Br:1][C:2]1[CH:10]=[C:9]([C:11]([F:14])([F:13])[F:12])[CH:8]=[C:7]2[C:3]=1[CH2:4][CH2:5][NH:6]2.[CH2:15]([N:17]([CH2:20]C)[CH2:18]C)C.ClC(O[C:27](=O)[O:28][C:29](Cl)(Cl)Cl)(Cl)Cl.C(=O)([O-])[OH:35].[Na+], predict the reaction product. (2) Given the reactants [F:1][C:2]1[CH:22]=[CH:21][C:5]([O:6][C:7]2[CH:20]=[CH:19][C:10]([CH2:11][O:12][CH:13]3[CH2:18][CH2:17][CH2:16][NH:15][CH2:14]3)=[CH:9][CH:8]=2)=[CH:4][CH:3]=1.[CH3:23][O:24][C:25]([C:27]1[CH:28]=[C:29](OB(O)O)[CH:30]=[CH:31][CH:32]=1)=[O:26], predict the reaction product. The product is: [F:1][C:2]1[CH:22]=[CH:21][C:5]([O:6][C:7]2[CH:20]=[CH:19][C:10]([CH2:11][O:12][CH:13]3[CH2:18][CH2:17][CH2:16][N:15]([C:31]4[CH:32]=[C:27]([CH:28]=[CH:29][CH:30]=4)[C:25]([O:24][CH3:23])=[O:26])[CH2:14]3)=[CH:9][CH:8]=2)=[CH:4][CH:3]=1. (3) Given the reactants [Cl:1][C:2]1[CH:3]=[C:4]([C:9]2[O:13][N:12]=[C:11]([C:14]3[CH:19]=[CH:18][C:17]([CH2:20][CH2:21][C:22]([O:24][C:25]([CH3:28])([CH3:27])[CH3:26])=[O:23])=[CH:16][C:15]=3[CH3:29])[N:10]=2)[CH:5]=[N:6][C:7]=1Cl.[CH3:30][CH:31]([OH:33])[CH3:32].C[Si]([N-][Si](C)(C)C)(C)C.[Na+], predict the reaction product. The product is: [Cl:1][C:2]1[CH:3]=[C:4]([C:9]2[O:13][N:12]=[C:11]([C:14]3[CH:19]=[CH:18][C:17]([CH2:20][CH2:21][C:22]([O:24][C:25]([CH3:28])([CH3:27])[CH3:26])=[O:23])=[CH:16][C:15]=3[CH3:29])[N:10]=2)[CH:5]=[N:6][C:7]=1[O:33][CH:31]([CH3:32])[CH3:30]. (4) Given the reactants C([O:8][C:9]1[C:10]([O:43][CH3:44])=[CH:11][C:12]2[CH2:21][CH2:20][N:19]3[CH:14]([CH2:15][C:16]4[C:25]([Cl:26])=[CH:24][C:23]([O:27][CH3:28])=[C:22]([O:29][C:30](=[O:41])[CH2:31][CH2:32][CH2:33][CH2:34][CH2:35][CH2:36][CH2:37][CH2:38][CH2:39][CH3:40])[C:17]=4[CH2:18]3)[C:13]=2[CH:42]=1)C1C=CC=CC=1, predict the reaction product. The product is: [OH:8][C:9]1[C:10]([O:43][CH3:44])=[CH:11][C:12]2[CH2:21][CH2:20][N:19]3[CH:14]([CH2:15][C:16]4[C:25]([Cl:26])=[CH:24][C:23]([O:27][CH3:28])=[C:22]([O:29][C:30](=[O:41])[CH2:31][CH2:32][CH2:33][CH2:34][CH2:35][CH2:36][CH2:37][CH2:38][CH2:39][CH3:40])[C:17]=4[CH2:18]3)[C:13]=2[CH:42]=1. (5) Given the reactants Cl[C:2]1[C:7]([F:8])=[C:6]([N:9]2[CH2:14][CH2:13][N:12]([CH3:15])[CH2:11][C@@H:10]2[CH3:16])[N:5]=[C:4]([CH3:17])[N:3]=1.O.[NH2:19][NH2:20], predict the reaction product. The product is: [CH3:16][C@H:10]1[CH2:11][N:12]([CH3:15])[CH2:13][CH2:14][N:9]1[C:6]1[C:7]([F:8])=[C:2]([NH:19][NH2:20])[N:3]=[C:4]([CH3:17])[N:5]=1.